Task: Predict the reactants needed to synthesize the given product.. Dataset: Full USPTO retrosynthesis dataset with 1.9M reactions from patents (1976-2016) (1) Given the product [NH2:4][C:5]1[CH:6]=[CH:7][C:8]([S:11]([NH:14][CH2:15][CH2:16][CH2:17][N:18]2[CH2:19][CH2:20][O:21][CH2:22][CH2:23]2)(=[O:13])=[O:12])=[CH:9][CH:10]=1, predict the reactants needed to synthesize it. The reactants are: C([NH:4][C:5]1[CH:10]=[CH:9][C:8]([S:11]([NH:14][CH2:15][CH2:16][CH2:17][N:18]2[CH2:23][CH2:22][O:21][CH2:20][CH2:19]2)(=[O:13])=[O:12])=[CH:7][CH:6]=1)(=O)C. (2) The reactants are: [Br:1][C:2]1[CH:3]=[CH:4][C:5]([C:9]2[C:17]3[C:12](=[CH:13][N:14]=[C:15]([C:18]4[CH:19]=[N:20][CH:21]=[CH:22][CH:23]=4)[CH:16]=3)[N:11](COCC[Si](C)(C)C)[N:10]=2)=[N:6][C:7]=1F.[NH:32]1[CH2:37][CH2:36][CH:35]([OH:38])[CH2:34][CH2:33]1. Given the product [Br:1][C:2]1[C:7]([N:32]2[CH2:37][CH2:36][CH:35]([OH:38])[CH2:34][CH2:33]2)=[N:6][C:5]([C:9]2[C:17]3[C:12](=[CH:13][N:14]=[C:15]([C:18]4[CH:19]=[N:20][CH:21]=[CH:22][CH:23]=4)[CH:16]=3)[NH:11][N:10]=2)=[CH:4][CH:3]=1, predict the reactants needed to synthesize it. (3) The reactants are: [F:1][C:2]1[CH:12]=[CH:11][C:5]([C:6]([C:9]#[N:10])=[N:7][OH:8])=[CH:4][CH:3]=1.C(N(CC)CC)C.ClCCl.[CH3:23][C:24]1[CH:29]=[CH:28][C:27]([S:30](Cl)(=[O:32])=[O:31])=[CH:26][CH:25]=1. Given the product [F:1][C:2]1[CH:12]=[CH:11][C:5]([C:6]([C:9]#[N:10])=[N:7][O:8][S:30]([C:27]2[CH:28]=[CH:29][C:24]([CH3:23])=[CH:25][CH:26]=2)(=[O:32])=[O:31])=[CH:4][CH:3]=1, predict the reactants needed to synthesize it. (4) Given the product [Cl:19][C:17]1[CH:16]=[CH:15][C:14]([NH:20][CH2:21][C:22]([OH:24])=[O:23])=[C:13]([O:12][C:11]2[CH:27]=[CH:28][C:8]([NH:7][S:3]([CH2:1][CH3:2])(=[O:5])=[O:4])=[CH:9][C:10]=2[Cl:29])[CH:18]=1, predict the reactants needed to synthesize it. The reactants are: [CH2:1]([S:3](Cl)(=[O:5])=[O:4])[CH3:2].[NH2:7][C:8]1[CH:28]=[CH:27][C:11]([O:12][C:13]2[CH:18]=[C:17]([Cl:19])[CH:16]=[CH:15][C:14]=2[NH:20][CH2:21][C:22]([O:24]CC)=[O:23])=[C:10]([Cl:29])[CH:9]=1.N1C=CC=CC=1. (5) Given the product [CH2:16]([O:15][C:13]([CH:12]1[CH2:6][CH:5]1[C:4]1[CH:7]=[CH:8][CH:9]=[C:2]([Br:1])[CH:3]=1)=[O:14])[CH3:17], predict the reactants needed to synthesize it. The reactants are: [Br:1][C:2]1[CH:3]=[C:4]([CH:7]=[CH:8][CH:9]=1)[CH:5]=[CH2:6].[N+](=[CH:12][C:13]([O:15][CH2:16][CH3:17])=[O:14])=[N-]. (6) Given the product [CH3:1][O:2][C:3]([CH:5]1[CH2:9][CH:8]([C:10]([O:12][CH3:13])=[O:11])[CH2:7][CH:6]1[C:14]([F:23])([F:22])[C:15]([F:20])([F:21])[S:16]([O-:19])(=[O:18])=[O:17])=[O:4].[C:39]1([S+:32]([C:26]2[CH:27]=[CH:28][CH:29]=[CH:30][CH:31]=2)[C:33]2[CH:38]=[CH:37][CH:36]=[CH:35][CH:34]=2)[CH:40]=[CH:41][CH:42]=[CH:43][CH:44]=1, predict the reactants needed to synthesize it. The reactants are: [CH3:1][O:2][C:3]([CH:5]1[CH2:9][CH:8]([C:10]([O:12][CH3:13])=[O:11])[CH2:7][CH:6]1[C:14]([F:23])([F:22])[C:15]([F:21])([F:20])[S:16]([O-:19])(=[O:18])=[O:17])=[O:4].[Na+].[Cl-].[C:26]1([S+:32]([C:39]2[CH:44]=[CH:43][CH:42]=[CH:41][CH:40]=2)[C:33]2[CH:38]=[CH:37][CH:36]=[CH:35][CH:34]=2)[CH:31]=[CH:30][CH:29]=[CH:28][CH:27]=1. (7) Given the product [C:21]([O:25][C:26]([N:8]1[C:9]2[C:5](=[CH:4][CH:3]=[CH:2][CH:10]=2)[C:6](=[CH:12][C:13]2[CH:18]=[C:17]([Cl:19])[CH:16]=[CH:15][C:14]=2[I:20])[C:7]1=[O:11])=[O:27])([CH3:24])([CH3:23])[CH3:22], predict the reactants needed to synthesize it. The reactants are: Cl[C:2]1[CH:10]=[C:9]2[C:5](/[C:6](=[CH:12]/[C:13]3[CH:18]=[C:17]([Cl:19])[CH:16]=[CH:15][C:14]=3[I:20])/[C:7](=[O:11])[NH:8]2)=[CH:4][CH:3]=1.[C:21]([O:25][C:26](O[C:26]([O:25][C:21]([CH3:24])([CH3:23])[CH3:22])=[O:27])=[O:27])([CH3:24])([CH3:23])[CH3:22]. (8) Given the product [Cl:9][CH2:10][C:11]([NH:5][C:4]1[CH:6]=[CH:7][CH:8]=[C:2]([CH3:1])[CH:3]=1)=[O:12], predict the reactants needed to synthesize it. The reactants are: [CH3:1][C:2]1[CH:3]=[C:4]([CH:6]=[CH:7][CH:8]=1)[NH2:5].[Cl:9][CH2:10][C:11](Cl)=[O:12]. (9) Given the product [CH3:1][O:2][C:3]1[CH:4]=[C:5]([CH:31]=[CH:32][C:33]=1[O:34][CH3:35])[CH2:6][CH:7]1[C:16]2[C:11](=[C:12]([O:18][CH3:19])[CH:13]=[CH:14][C:15]=2[O:17][CH2:38][CH:37]=[CH2:36])[CH2:10][CH2:9][N:8]1[CH2:20][C:21]([NH:23][CH2:24][C:25]1[CH:30]=[CH:29][CH:28]=[CH:27][N:26]=1)=[O:22], predict the reactants needed to synthesize it. The reactants are: [CH3:1][O:2][C:3]1[CH:4]=[C:5]([CH:31]=[CH:32][C:33]=1[O:34][CH3:35])[CH2:6][CH:7]1[C:16]2[C:11](=[C:12]([O:18][CH3:19])[CH:13]=[CH:14][C:15]=2[OH:17])[CH2:10][CH2:9][N:8]1[CH2:20][C:21]([NH:23][CH2:24][C:25]1[CH:30]=[CH:29][CH:28]=[CH:27][N:26]=1)=[O:22].[CH2:36](Br)[CH:37]=[CH2:38]. (10) Given the product [CH2:10]([O:12][C:13](=[O:23])[CH2:14][C:15]1[CH:20]=[CH:19][CH:18]=[C:17]([CH2:21][NH:7][CH2:6][C:5]2[CH:8]=[CH:9][C:2]([CH3:1])=[CH:3][CH:4]=2)[CH:16]=1)[CH3:11], predict the reactants needed to synthesize it. The reactants are: [CH3:1][C:2]1[CH:9]=[CH:8][C:5]([CH2:6][NH2:7])=[CH:4][CH:3]=1.[CH2:10]([O:12][C:13](=[O:23])[CH2:14][C:15]1[CH:20]=[CH:19][CH:18]=[C:17]([CH:21]=O)[CH:16]=1)[CH3:11].[BH4-].[Na+].C([O-])(O)=O.[Na+].